This data is from Forward reaction prediction with 1.9M reactions from USPTO patents (1976-2016). The task is: Predict the product of the given reaction. (1) Given the reactants [OH:1][S:2]([C:5]([F:8])([F:7])[F:6])(=[O:4])=[O:3].[CH3:9][N:10]1[C:19]2[C:14](=[CH:15][CH:16]=[CH:17][CH:18]=2)[C:13]([CH:20]=[CH:21][C:22]2[N:23]([CH3:29])[C:24]([CH:27]=O)=[CH:25][CH:26]=2)=[CH:12][CH2:11]1.[S:30]1[C:34]2[CH:35]=[CH:36][CH:37]=[CH:38][C:33]=2[N:32]=[C:31]1[CH2:39][C:40]1[S:41][C:42]2[CH:48]=[CH:47][CH:46]=[CH:45][C:43]=2[N:44]=1.N1CCCC[CH2:50]1, predict the reaction product. The product is: [OH:4][S:2]([C:5]([F:8])([F:7])[F:6])(=[O:3])=[O:1].[CH3:29][N:23]1[C:24]([CH:27]=[CH:50][CH:39]([C:40]2[S:41][C:42]3[CH:48]=[CH:47][CH:46]=[CH:45][C:43]=3[N:44]=2)[C:31]2[S:30][C:34]3[CH:35]=[CH:36][CH:37]=[CH:38][C:33]=3[N:32]=2)=[CH:25][CH:26]=[C:22]1[CH:21]=[CH:20][C:13]1[C:14]2[C:19](=[CH:18][CH:17]=[CH:16][CH:15]=2)[N:10]([CH3:9])[CH2:11][CH:12]=1. (2) Given the reactants [Br:1][C:2]1[CH:7]=[CH:6][C:5]([CH2:8][CH2:9][OH:10])=[CH:4][CH:3]=1.CCN(C(C)C)C(C)C.[CH3:20][S:21](Cl)(=[O:23])=[O:22], predict the reaction product. The product is: [CH3:20][S:21]([O:10][CH2:9][CH2:8][C:5]1[CH:6]=[CH:7][C:2]([Br:1])=[CH:3][CH:4]=1)(=[O:23])=[O:22]. (3) Given the reactants [F:1][C:2]1[C:3]([N:8]2[CH2:13][CH2:12][NH:11][CH2:10][CH2:9]2)=[N:4][CH:5]=[CH:6][CH:7]=1.Cl[CH2:15][C:16]1[NH:20][C:19]2[CH:21]=[CH:22][CH:23]=[CH:24][C:18]=2[N:17]=1.C(=O)([O-])[O-].[Cs+].[Cs+], predict the reaction product. The product is: [F:1][C:2]1[C:3]([N:8]2[CH2:9][CH2:10][N:11]([CH2:15][C:16]3[NH:20][C:19]4[CH:21]=[CH:22][CH:23]=[CH:24][C:18]=4[N:17]=3)[CH2:12][CH2:13]2)=[N:4][CH:5]=[CH:6][CH:7]=1. (4) The product is: [O:24]=[C:3]1[C@@H:2]([NH:1][S:38]([C:35]2[CH:36]=[C:37]3[C:32]([CH:31]=[CH:30][N:29]3[Si:28]([CH:42]([CH3:44])[CH3:43])([CH:45]([CH3:47])[CH3:46])[CH:26]([CH3:25])[CH3:27])=[CH:33][CH:34]=2)(=[O:40])=[O:39])[CH2:6][CH2:5][N:4]1[C:7]1[CH:8]=[C:9]2[C:14](=[CH:15][CH:16]=1)[CH2:13][N:12]([C:17]([O:19][C:20]([CH3:21])([CH3:23])[CH3:22])=[O:18])[CH2:11][CH2:10]2. Given the reactants [NH2:1][C@H:2]1[CH2:6][CH2:5][N:4]([C:7]2[CH:8]=[C:9]3[C:14](=[CH:15][CH:16]=2)[CH2:13][N:12]([C:17]([O:19][C:20]([CH3:23])([CH3:22])[CH3:21])=[O:18])[CH2:11][CH2:10]3)[C:3]1=[O:24].[CH3:25][CH:26]([Si:28]([CH:45]([CH3:47])[CH3:46])([CH:42]([CH3:44])[CH3:43])[N:29]1[C:37]2[C:32](=[CH:33][CH:34]=[C:35]([S:38](Cl)(=[O:40])=[O:39])[CH:36]=2)[CH:31]=[CH:30]1)[CH3:27], predict the reaction product. (5) Given the reactants [F:1][C:2]1[CH:3]=[C:4]([C:8]2[C:16]3[C:11](=[CH:12][CH:13]=[C:14]([CH2:17]O)[CH:15]=3)[N:10]([C:19]([O:21][C:22]([CH3:25])([CH3:24])[CH3:23])=[O:20])[N:9]=2)[CH:5]=[CH:6][CH:7]=1.C(N(CC)CC)C.CS([Cl:37])(=O)=O.C(OCC)(=O)C, predict the reaction product. The product is: [Cl:37][CH2:17][C:14]1[CH:15]=[C:16]2[C:11](=[CH:12][CH:13]=1)[N:10]([C:19]([O:21][C:22]([CH3:25])([CH3:24])[CH3:23])=[O:20])[N:9]=[C:8]2[C:4]1[CH:5]=[CH:6][CH:7]=[C:2]([F:1])[CH:3]=1.